From a dataset of Reaction yield outcomes from USPTO patents with 853,638 reactions. Predict the reaction yield, written as a fraction of the theoretical maximum amount of product (1.0 means a 100% yield; for example, 0.34 means a 34% yield). (1) The reactants are [CH:1]1([C@@H:7]([NH:9][C:10]([C:12]2[CH:13]=[C:14]3[C:18](=[CH:19][CH:20]=2)[NH:17][N:16]=[C:15]3I)=[O:11])[CH3:8])[CH2:6][CH2:5][CH2:4][CH2:3][CH2:2]1.[O:22]1[CH2:27][CH2:26][N:25]([C:28]2[CH:33]=[CH:32][C:31](B3OC(C)(C)C(C)(C)O3)=[CH:30][CH:29]=2)[CH2:24][CH2:23]1.C([O-])([O-])=O.[Na+].[Na+]. The catalyst is C1(C)C=CC=CC=1.CCO. The product is [CH:1]1([C@@H:7]([NH:9][C:10]([C:12]2[CH:13]=[C:14]3[C:18](=[CH:19][CH:20]=2)[NH:17][N:16]=[C:15]3[C:31]2[CH:30]=[CH:29][C:28]([N:25]3[CH2:24][CH2:23][O:22][CH2:27][CH2:26]3)=[CH:33][CH:32]=2)=[O:11])[CH3:8])[CH2:6][CH2:5][CH2:4][CH2:3][CH2:2]1. The yield is 0.210. (2) The reactants are [CH3:1][N:2]1[CH2:7][CH2:6][N:5]([C:8]2[CH:9]=[CH:10][C:11]([N+:15]([O-])=O)=[C:12]([CH:14]=2)[NH2:13])[CH2:4][CH2:3]1.Cl.C(O[C:22](=N)[CH2:23][C:24]([O:26][CH2:27][CH3:28])=[O:25])C.[OH-].[Na+]. The catalyst is O. The product is [CH2:27]([O:26][C:24](=[O:25])[CH2:23][C:22]1[NH:13][C:12]2[CH:14]=[C:8]([N:5]3[CH2:6][CH2:7][N:2]([CH3:1])[CH2:3][CH2:4]3)[CH:9]=[CH:10][C:11]=2[N:15]=1)[CH3:28]. The yield is 0.901.